Task: Predict the reactants needed to synthesize the given product.. Dataset: Full USPTO retrosynthesis dataset with 1.9M reactions from patents (1976-2016) (1) Given the product [CH2:1]([O:3][C:4](=[O:13])[C:5]1[CH:6]=[CH:7][N:8]=[C:9]([CH:14]([O:18][CH2:19][CH3:20])[O:21][CH2:22][CH3:23])[CH:10]=1)[CH3:2], predict the reactants needed to synthesize it. The reactants are: [CH2:1]([O:3][C:4](=[O:13])[C:5]1[CH:10]=[CH:9][N:8]=[C:7](C=O)[CH:6]=1)[CH3:2].[CH:14]([O:21][CH2:22][CH3:23])([O:18][CH2:19][CH3:20])OCC.Cl.C(=O)([O-])[O-].[K+].[K+]. (2) Given the product [F:20][C:14]1[CH:15]=[C:16]([F:19])[CH:17]=[CH:18][C:13]=1[N:12]1[CH:8]([C:4]2[CH:5]=[CH:6][CH:7]=[C:2]([B:28]3[O:32][C:31]([CH3:34])([CH3:33])[C:30]([CH3:36])([CH3:35])[O:29]3)[CH:3]=2)[CH2:9][C:10]([C:21]([F:27])([F:26])[C:22]([F:25])([F:24])[F:23])=[N:11]1, predict the reactants needed to synthesize it. The reactants are: Br[C:2]1[CH:3]=[C:4]([CH:8]2[N:12]([C:13]3[CH:18]=[CH:17][C:16]([F:19])=[CH:15][C:14]=3[F:20])[N:11]=[C:10]([C:21]([F:27])([F:26])[C:22]([F:25])([F:24])[F:23])[CH2:9]2)[CH:5]=[CH:6][CH:7]=1.[B:28]1([B:28]2[O:32][C:31]([CH3:34])([CH3:33])[C:30]([CH3:36])([CH3:35])[O:29]2)[O:32][C:31]([CH3:34])([CH3:33])[C:30]([CH3:36])([CH3:35])[O:29]1.C([O-])(=O)C.[K+]. (3) Given the product [CH3:1][O:2][C:3](=[O:34])[CH2:4][C@H:5]1[C:9]2[CH:10]=[CH:11][C:12]([O:14][C@H:15]3[C:23]4[C:18](=[C:19]([C:41]5[C:36]([Br:35])=[N:37][CH:38]=[CH:39][CH:40]=5)[CH:20]=[CH:21][C:22]=4[F:24])[CH2:17][CH2:16]3)=[CH:13][C:8]=2[O:7][CH2:6]1, predict the reactants needed to synthesize it. The reactants are: [CH3:1][O:2][C:3](=[O:34])[CH2:4][C@H:5]1[C:9]2[CH:10]=[CH:11][C:12]([O:14][C@H:15]3[C:23]4[C:18](=[C:19](B5OC(C)(C)C(C)(C)O5)[CH:20]=[CH:21][C:22]=4[F:24])[CH2:17][CH2:16]3)=[CH:13][C:8]=2[O:7][CH2:6]1.[Br:35][C:36]1[C:41](I)=[CH:40][CH:39]=[CH:38][N:37]=1. (4) The reactants are: C1(P(C2C=CC=CC=2)C2C=CC=CC=2)C=CC=CC=1.[C:20]([O:24][C:25](=[O:42])[C@@H:26]([N:28]([C:31](=[O:41])[C:32]1[CH:37]=[CH:36][CH:35]=[CH:34][C:33]=1[N:38]=[N+]=[N-])[CH:29]=O)[CH3:27])([CH3:23])([CH3:22])[CH3:21]. Given the product [C:20]([O:24][C:25](=[O:42])[C@@H:26]([N:28]1[C:31](=[O:41])[C:32]2[C:33](=[CH:34][CH:35]=[CH:36][CH:37]=2)[N:38]=[CH:29]1)[CH3:27])([CH3:23])([CH3:22])[CH3:21], predict the reactants needed to synthesize it. (5) The reactants are: [F:1][CH:2]([F:35])[C:3]1[N:7]([C:8]2[N:13]=[C:12]([N:14]3[CH2:19][CH2:18][O:17][CH2:16][CH2:15]3)[N:11]=[C:10]([NH:20][CH:21]3[CH2:24][N:23]([S:25]([CH3:28])(=[O:27])=[O:26])[CH2:22]3)[N:9]=2)[C:6]2[CH:29]=[CH:30][CH:31]=[C:32]([O:33][CH3:34])[C:5]=2[N:4]=1.[H-].[Na+].I[CH3:39].O. Given the product [F:35][CH:2]([F:1])[C:3]1[N:7]([C:8]2[N:13]=[C:12]([N:14]3[CH2:15][CH2:16][O:17][CH2:18][CH2:19]3)[N:11]=[C:10]([N:20]([CH3:39])[CH:21]3[CH2:22][N:23]([S:25]([CH3:28])(=[O:27])=[O:26])[CH2:24]3)[N:9]=2)[C:6]2[CH:29]=[CH:30][CH:31]=[C:32]([O:33][CH3:34])[C:5]=2[N:4]=1, predict the reactants needed to synthesize it.